This data is from Peptide-MHC class I binding affinity with 185,985 pairs from IEDB/IMGT. The task is: Regression. Given a peptide amino acid sequence and an MHC pseudo amino acid sequence, predict their binding affinity value. This is MHC class I binding data. (1) The peptide sequence is QGKQHLHSL. The MHC is HLA-B35:01 with pseudo-sequence HLA-B35:01. The binding affinity (normalized) is 0.0847. (2) The peptide sequence is TVFKGFVNK. The MHC is HLA-A24:02 with pseudo-sequence HLA-A24:02. The binding affinity (normalized) is 0.0847. (3) The peptide sequence is IFRSDTLYL. The binding affinity (normalized) is 0. The MHC is HLA-A30:02 with pseudo-sequence HLA-A30:02. (4) The peptide sequence is FPAIFSAEVL. The MHC is HLA-B07:02 with pseudo-sequence HLA-B07:02. The binding affinity (normalized) is 0.331. (5) The peptide sequence is VEIFKHLVF. The MHC is HLA-A30:01 with pseudo-sequence HLA-A30:01. The binding affinity (normalized) is 0.0847. (6) The peptide sequence is VLLENERTL. The MHC is H-2-Db with pseudo-sequence H-2-Db. The binding affinity (normalized) is 0.320. (7) The peptide sequence is KLLQICMWF. The MHC is HLA-B07:02 with pseudo-sequence HLA-B07:02. The binding affinity (normalized) is 0.0847.